This data is from Forward reaction prediction with 1.9M reactions from USPTO patents (1976-2016). The task is: Predict the product of the given reaction. (1) The product is: [N:5]1[C:6]2[NH:7][C:8]3[C:13]([C:14]=2[C:2]([C:32]2[CH:33]=[C:28]([N:25]4[CH2:24][CH2:23][N:22]([C:20]([O:19][C:15]([CH3:18])([CH3:17])[CH3:16])=[O:21])[CH2:27][CH2:26]4)[CH:29]=[CH:30][CH:31]=2)=[CH:3][CH:4]=1)=[CH:12][CH:11]=[CH:10][CH:9]=3. Given the reactants Br[C:2]1[C:14]2[C:13]3[C:8](=[CH:9][CH:10]=[CH:11][CH:12]=3)[NH:7][C:6]=2[N:5]=[CH:4][CH:3]=1.[C:15]([O:19][C:20]([N:22]1[CH2:27][CH2:26][N:25]([C:28]2[CH:29]=[C:30](B(O)O)[CH:31]=[CH:32][CH:33]=2)[CH2:24][CH2:23]1)=[O:21])([CH3:18])([CH3:17])[CH3:16], predict the reaction product. (2) The product is: [Br:1][C:2]1[CH:7]=[CH:6][C:5]([S:13]([CH3:17])(=[O:15])=[O:12])=[C:4]([F:10])[CH:3]=1. Given the reactants [Br:1][C:2]1[CH:7]=[CH:6][C:5](SC)=[C:4]([F:10])[CH:3]=1.O[O:12][S:13]([O-:15])=O.[K+].[CH3:17]O, predict the reaction product. (3) Given the reactants Br[C:2]1[N:6]2[CH:7]=[CH:8][C:9]([CH2:11][OH:12])=[N:10][C:5]2=[N:4][CH:3]=1.[F:13][C:14]1[CH:15]=[C:16]([C:29]2[C:30]([C:35]#[N:36])=[CH:31][CH:32]=[CH:33][CH:34]=2)[CH:17]=[C:18](B2OC(C)(C)C(C)(C)O2)[CH:19]=1, predict the reaction product. The product is: [F:13][C:14]1[CH:15]=[C:16]([C:29]2[C:30]([C:35]#[N:36])=[CH:31][CH:32]=[CH:33][CH:34]=2)[CH:17]=[C:18]([C:2]2[N:6]3[CH:7]=[CH:8][C:9]([CH2:11][OH:12])=[N:10][C:5]3=[N:4][CH:3]=2)[CH:19]=1. (4) Given the reactants [C:1]([C:3]1[C:11]2[C:6](=[CH:7][CH:8]=[CH:9][CH:10]=2)[NH:5][N:4]=1)#[N:2].[F:12][C:13]1[CH:20]=[CH:19][CH:18]=[CH:17][C:14]=1[CH2:15]Br.[H-].[Na+], predict the reaction product. The product is: [F:12][C:13]1[CH:20]=[CH:19][CH:18]=[CH:17][C:14]=1[CH2:15][N:5]1[C:6]2[C:11](=[CH:10][CH:9]=[CH:8][CH:7]=2)[C:3]([C:1]#[N:2])=[N:4]1. (5) Given the reactants [S:1]1[CH:5]=[CH:4][CH:3]=[C:2]1[CH:6]1[C:12](=O)[NH:11][C:10]2[N:14]=[CH:15][CH:16]=[CH:17][C:9]=2[C:8]([C:18]2[S:19][CH:20]=[CH:21][CH:22]=2)=[N:7]1.[CH2:23]([NH2:25])[CH3:24], predict the reaction product. The product is: [CH2:23]([NH:25][C:12]1[CH:6]([C:2]2[S:1][CH:5]=[CH:4][CH:3]=2)[N:7]=[C:8]([C:18]2[S:19][CH:20]=[CH:21][CH:22]=2)[C:9]2[CH:17]=[CH:16][CH:15]=[N:14][C:10]=2[N:11]=1)[CH3:24]. (6) Given the reactants [CH:1]([C:3]1[CH:8]=[CH:7][CH:6]=[CH:5][C:4]=1[C:9]1[CH:14]=[CH:13][CH:12]=[CH:11][CH:10]=1)=[CH2:2].[Cl:15][CH2:16][C:17](=[O:22])[C:18](Cl)=[N:19][OH:20].C(=O)(O)[O-].[Na+], predict the reaction product. The product is: [C:4]1([C:9]2[CH:14]=[CH:13][CH:12]=[CH:11][CH:10]=2)[CH:5]=[CH:6][CH:7]=[CH:8][C:3]=1[CH:1]1[O:20][N:19]=[C:18]([C:17](=[O:22])[CH2:16][Cl:15])[CH2:2]1. (7) Given the reactants [F:1][C:2]1[CH:7]=[CH:6][CH:5]=[CH:4][C:3]=1[C:8]1[CH:13]=[CH:12][C:11]([C:14](=O)[CH2:15][CH2:16][C:17]([OH:19])=[O:18])=[CH:10][CH:9]=1.Cl.[NH2:22][OH:23].C(=O)([O-])[O-].[Na+].[Na+], predict the reaction product. The product is: [F:1][C:2]1[CH:7]=[CH:6][CH:5]=[CH:4][C:3]=1[C:8]1[CH:13]=[CH:12][C:11]([C:14](=[N:22][OH:23])[CH2:15][CH2:16][C:17]([OH:19])=[O:18])=[CH:10][CH:9]=1. (8) Given the reactants [F:1][C:2]1[CH:3]=[C:4]2[CH:10]=[C:9]([C:11](OCC)=[O:12])[N:8]([CH2:16][C:17]3[CH:22]=[CH:21][CH:20]=[C:19]([F:23])[CH:18]=3)[C:5]2=[CH:6][N:7]=1.[NH2:24][C:25]1[CH:35]=[CH:34][C:28]2[N:29]([CH3:33])[C:30]([CH3:32])=[N:31][C:27]=2[CH:26]=1, predict the reaction product. The product is: [CH3:33][N:29]1[C:28]2[CH:34]=[CH:35][C:25]([NH:24][C:11]([C:9]3[N:8]([CH2:16][C:17]4[CH:22]=[CH:21][CH:20]=[C:19]([F:23])[CH:18]=4)[C:5]4=[CH:6][N:7]=[C:2]([F:1])[CH:3]=[C:4]4[CH:10]=3)=[O:12])=[CH:26][C:27]=2[N:31]=[C:30]1[CH3:32]. (9) Given the reactants C[Si](Cl)(C)C.[Cl:6][C:7]1[CH:12]=[CH:11][C:10]([C@@H:13]([OH:16])[CH2:14]O)=[CH:9][CH:8]=1.C(OC)(OC)(OC)C, predict the reaction product. The product is: [Cl:6][C:7]1[CH:8]=[CH:9][C:10]([C@@H:13]2[CH2:14][O:16]2)=[CH:11][CH:12]=1. (10) Given the reactants Br[CH2:2][C:3]([C:5]1[N:9]2[CH:10]=[CH:11][CH:12]=[CH:13][C:8]2=[N:7][CH:6]=1)=O.[CH3:14][O:15][C:16]1[CH:21]=[CH:20][C:19]([N+:22]([O-:24])=[O:23])=[CH:18][C:17]=1[NH:25][C:26]([NH2:28])=[S:27], predict the reaction product. The product is: [N:7]1[CH:6]=[C:5]([C:3]2[N:28]=[C:26]([NH:25][C:17]3[CH:18]=[C:19]([N+:22]([O-:24])=[O:23])[CH:20]=[CH:21][C:16]=3[O:15][CH3:14])[S:27][CH:2]=2)[N:9]2[CH:10]=[CH:11][CH:12]=[CH:13][C:8]=12.